This data is from Aqueous solubility values for 9,982 compounds from the AqSolDB database. The task is: Regression/Classification. Given a drug SMILES string, predict its absorption, distribution, metabolism, or excretion properties. Task type varies by dataset: regression for continuous measurements (e.g., permeability, clearance, half-life) or binary classification for categorical outcomes (e.g., BBB penetration, CYP inhibition). For this dataset (solubility_aqsoldb), we predict Y. (1) The compound is COC(=O)CCCC(=O)OC. The Y is -0.434 log mol/L. (2) The compound is CC(=O)N(CCN(C(C)=O)C(C)=O)C(C)=O. The Y is -2.28 log mol/L.